Predict the product of the given reaction. From a dataset of Forward reaction prediction with 1.9M reactions from USPTO patents (1976-2016). (1) Given the reactants [CH3:1][O:2][C:3]1[CH:4]=[C:5]2[C:10](=[CH:11][CH:12]=1)[C:9](O)=[N:8][C:7]([N:14]1[CH2:18][CH2:17][CH2:16][CH2:15]1)=[CH:6]2.O=P(Cl)(Cl)[Cl:21], predict the reaction product. The product is: [Cl:21][C:9]1[C:10]2[C:5](=[CH:4][C:3]([O:2][CH3:1])=[CH:12][CH:11]=2)[CH:6]=[C:7]([N:14]2[CH2:18][CH2:17][CH2:16][CH2:15]2)[N:8]=1. (2) Given the reactants C(OC(=O)[NH:7][C:8]1[CH:13]=[C:12]([CH3:14])[C:11]([CH2:15][NH:16][C:17]([C:19]2[N:20]=[N:21][N:22]([CH2:24][C:25]3[CH:30]=[CH:29][C:28]([CH2:31][N:32]4[C:36]([CH3:37])=[CH:35][CH:34]=[N:33]4)=[CH:27][CH:26]=3)[CH:23]=2)=[O:18])=[C:10]([CH3:38])[N:9]=1)(C)(C)C.C(O)(C(F)(F)F)=O, predict the reaction product. The product is: [NH2:7][C:8]1[N:9]=[C:10]([CH3:38])[C:11]([CH2:15][NH:16][C:17]([C:19]2[N:20]=[N:21][N:22]([CH2:24][C:25]3[CH:30]=[CH:29][C:28]([CH2:31][N:32]4[C:36]([CH3:37])=[CH:35][CH:34]=[N:33]4)=[CH:27][CH:26]=3)[CH:23]=2)=[O:18])=[C:12]([CH3:14])[CH:13]=1. (3) Given the reactants [CH2:1]([O:3][C:4]([C@@:6]1([NH:11][C:12]([C@@H:14]2[CH2:18][C@@H:17]([OH:19])[CH2:16][N:15]2[C:20]([O:22][C:23]([CH3:26])([CH3:25])[CH3:24])=[O:21])=[O:13])[CH2:8][C@H:7]1[CH:9]=[CH2:10])=[O:5])[CH3:2].C(N(C(C)C)CC)(C)C.[N+:36]([C:39]1[CH:47]=[CH:46][C:42]([C:43](Cl)=[O:44])=[CH:41][CH:40]=1)([O-:38])=[O:37], predict the reaction product. The product is: [CH2:1]([O:3][C:4]([C@@:6]1([NH:11][C:12]([C@@H:14]2[CH2:18][C@@H:17]([O:19][C:43](=[O:44])[C:42]3[CH:41]=[CH:40][C:39]([N+:36]([O-:38])=[O:37])=[CH:47][CH:46]=3)[CH2:16][N:15]2[C:20]([O:22][C:23]([CH3:25])([CH3:24])[CH3:26])=[O:21])=[O:13])[CH2:8][C@H:7]1[CH:9]=[CH2:10])=[O:5])[CH3:2]. (4) The product is: [C:1]([C:3]1[CH:4]=[CH:5][C:6]([NH:9][C:10]([CH:12]2[NH:16][CH:15]([CH2:17][C:18]([CH3:21])([CH3:20])[CH3:19])[C:14]3([C:29]4[C:24](=[CH:25][C:26]([Cl:30])=[CH:27][CH:28]=4)[NH:23][C:22]3=[O:31])[CH:13]2[C:32]2[CH:37]=[CH:36][CH:35]=[C:34]([Br:38])[C:33]=2[F:39])=[O:11])=[CH:7][CH:8]=1)(=[O:40])[NH2:2]. Given the reactants [C:1]([C:3]1[CH:8]=[CH:7][C:6]([NH:9][C:10]([CH:12]2[NH:16][CH:15]([CH2:17][C:18]([CH3:21])([CH3:20])[CH3:19])[C:14]3([C:29]4[C:24](=[CH:25][C:26]([Cl:30])=[CH:27][CH:28]=4)[NH:23][C:22]3=[O:31])[CH:13]2[C:32]2[CH:37]=[CH:36][CH:35]=[C:34]([Br:38])[C:33]=2[F:39])=[O:11])=[CH:5][CH:4]=1)#[N:2].[OH:40]O.[OH-].[Na+], predict the reaction product.